Dataset: NCI-60 drug combinations with 297,098 pairs across 59 cell lines. Task: Regression. Given two drug SMILES strings and cell line genomic features, predict the synergy score measuring deviation from expected non-interaction effect. (1) Drug 1: C1=CC(=CC=C1CCC2=CNC3=C2C(=O)NC(=N3)N)C(=O)NC(CCC(=O)O)C(=O)O. Drug 2: N.N.Cl[Pt+2]Cl. Cell line: SF-295. Synergy scores: CSS=26.8, Synergy_ZIP=-0.102, Synergy_Bliss=-0.984, Synergy_Loewe=-19.2, Synergy_HSA=-0.505. (2) Drug 1: C1=CC(=C2C(=C1NCCNCCO)C(=O)C3=C(C=CC(=C3C2=O)O)O)NCCNCCO. Drug 2: C1C(C(OC1N2C=NC3=C2NC=NCC3O)CO)O. Cell line: BT-549. Synergy scores: CSS=31.1, Synergy_ZIP=-1.00, Synergy_Bliss=-2.35, Synergy_Loewe=-27.1, Synergy_HSA=-0.965.